Dataset: Reaction yield outcomes from USPTO patents with 853,638 reactions. Task: Predict the reaction yield, written as a fraction of the theoretical maximum amount of product (1.0 means a 100% yield; for example, 0.34 means a 34% yield). (1) The catalyst is ClCCl. The yield is 0.630. The reactants are [Cl:1][CH2:2][CH2:3][CH2:4][O:5][C:6]1[CH:11]=[CH:10][C:9]([C:12]2[S:13][C:14]([C:18]([OH:20])=O)=[C:15]([CH3:17])[N:16]=2)=[CH:8][CH:7]=1.C(N(CC)CC)C.ON1C2C=CC=CC=2N=N1.CN(C)CCCN=C=NCC.[NH:49]1[CH2:54][CH2:53][O:52][CH2:51][CH2:50]1. The product is [Cl:1][CH2:2][CH2:3][CH2:4][O:5][C:6]1[CH:7]=[CH:8][C:9]([C:12]2[S:13][C:14]([C:18]([N:49]3[CH2:54][CH2:53][O:52][CH2:51][CH2:50]3)=[O:20])=[C:15]([CH3:17])[N:16]=2)=[CH:10][CH:11]=1. (2) The reactants are P(Cl)(Cl)([Cl:3])=O.CN(C)[CH:8]=[O:9].[S:11]1[CH:15]=[CH:14][C:13]([N:16]2[C:24]3[C:19](=[CH:20][CH:21]=[CH:22][CH:23]=3)[CH2:18][C:17]2=O)=[CH:12]1. The catalyst is ClCCl.N1C=CC=CC=1. The product is [Cl:3][C:17]1[N:16]([C:13]2[CH:14]=[CH:15][S:11][CH:12]=2)[C:24]2[C:19]([C:18]=1[CH:8]=[O:9])=[CH:20][CH:21]=[CH:22][CH:23]=2. The yield is 0.570. (3) The reactants are C([O-])=O.[NH4+].[CH2:5]([O:12][C:13]1[CH:18]=[CH:17][C:16]([N+:19]([O-])=O)=[CH:15][C:14]=1[F:22])[C:6]1[CH:11]=[CH:10][CH:9]=[CH:8][CH:7]=1.C1(C)C=CC=CC=1. The catalyst is [Fe].O. The product is [CH2:5]([O:12][C:13]1[CH:18]=[CH:17][C:16]([NH2:19])=[CH:15][C:14]=1[F:22])[C:6]1[CH:7]=[CH:8][CH:9]=[CH:10][CH:11]=1. The yield is 1.00. (4) The reactants are [CH3:1][N:2]1[CH2:7][CH2:6][N:5]([CH:8]2[C:17]3[C:12](=[CH:13][CH:14]=[C:15]([CH:18]4[CH2:23][CH2:22][NH:21][CH2:20][CH2:19]4)[CH:16]=3)[CH2:11][CH2:10][CH2:9]2)[CH2:4][CH2:3]1.CN(C(ON1N=NC2C=CC=CC1=2)=[N+](C)C)C.F[P-](F)(F)(F)(F)F.C(N(CC)CC)C.[F:55][C:56]([F:67])([F:66])[C:57]1[CH:65]=[CH:64][C:60]([C:61](O)=[O:62])=[CH:59][CH:58]=1. The catalyst is C(Cl)Cl.CN(C=O)C. The product is [CH3:1][N:2]1[CH2:3][CH2:4][N:5]([CH:8]2[C:17]3[CH:16]=[C:15]([CH:18]4[CH2:23][CH2:22][N:21]([C:61]([C:60]5[CH:59]=[CH:58][C:57]([C:56]([F:55])([F:66])[F:67])=[CH:65][CH:64]=5)=[O:62])[CH2:20][CH2:19]4)[CH:14]=[CH:13][C:12]=3[CH2:11][CH2:10][CH2:9]2)[CH2:6][CH2:7]1. The yield is 0.510. (5) The reactants are [C:1]([O:5][C:6]([NH:8][C@@H:9]([C:13]([O:15][C:16]([CH3:19])([CH3:18])[CH3:17])=[O:14])[CH2:10][CH2:11]O)=[O:7])([CH3:4])([CH3:3])[CH3:2].[Br:20]N1C(=O)CCC1=O.C1(P(C2C=CC=CC=2)C2C=CC=CC=2)C=CC=CC=1. The catalyst is ClCCl. The product is [Br:20][CH2:11][CH2:10][C@@H:9]([NH:8][C:6]([O:5][C:1]([CH3:4])([CH3:3])[CH3:2])=[O:7])[C:13]([O:15][C:16]([CH3:19])([CH3:18])[CH3:17])=[O:14]. The yield is 0.340.